From a dataset of Reaction yield outcomes from USPTO patents with 853,638 reactions. Predict the reaction yield, written as a fraction of the theoretical maximum amount of product (1.0 means a 100% yield; for example, 0.34 means a 34% yield). (1) The reactants are C([CH:5]([OH:35])[C@H:6]1[O:10][C@@H:9]([N:11]2[C:26]3[C:14]([C:15]([N:17]=[C:18]([N:25]=3)[NH:19][C:20](=[O:24])[CH:21]([CH3:23])[CH3:22])=[O:16])=[N:13][C:12]2=[SiH2])[C@H:8]([O:28][CH3:29])[C@@H:7]1[O:30]C(C)(C)C)(C)(C)C.N1C=CC=CC=1.N1C=CC=CC=1.F. The catalyst is ClCCl. The product is [CH3:29][O:28][C@@H:8]1[C@H:7]([OH:30])[C@@H:6]([CH2:5][OH:35])[O:10][C@H:9]1[N:11]1[C:26]2[N:25]=[C:18]([NH:19][C:20](=[O:24])[CH:21]([CH3:23])[CH3:22])[NH:17][C:15](=[O:16])[C:14]=2[N:13]=[CH:12]1. The yield is 0.930. (2) The reactants are S(Cl)(Cl)=O.[N+:5]([C:8]1[C:9]([C:13]([OH:15])=[O:14])=[N:10][NH:11][CH:12]=1)([O-:7])=[O:6].[CH3:16][CH2:17]O. No catalyst specified. The product is [CH2:16]([O:14][C:13]([C:9]1[C:8]([N+:5]([O-:7])=[O:6])=[CH:12][NH:11][N:10]=1)=[O:15])[CH3:17]. The yield is 0.960. (3) The reactants are [NH2:1][C:2]1[C:7]([OH:8])=[C:6]([Cl:9])[N:5]=[CH:4][N:3]=1.C([O-])([O-])=O.[Cs+].[Cs+].[F:16][C:17]([F:28])([F:27])[CH2:18]OS(C(F)(F)F)(=O)=O. The catalyst is CN(C=O)C. The product is [Cl:9][C:6]1[N:5]=[CH:4][N:3]=[C:2]([NH2:1])[C:7]=1[O:8][CH2:18][C:17]([F:28])([F:27])[F:16]. The yield is 0.780. (4) The reactants are [NH2:1][C:2]1[C:6]([C:7]([O:9][CH2:10][CH:11]=[CH2:12])=[O:8])=[C:5]([NH2:13])[NH:4][N:3]=1.CO[CH:16](OC)[CH:17]([CH:21](OC)OC)[CH2:18][C:19]#[N:20].ClC1C=CC2N=NN(OC(=[N+](C)C)N(C)C)C=2C=1.C([O-])(O)=O.[Na+]. The catalyst is CS(C)=O.O.CCOC(C)=O. The product is [NH2:13][C:5]1[C:6]([C:7]([O:9][CH2:10][CH:11]=[CH2:12])=[O:8])=[C:2]2[N:1]=[CH:16][C:17]([CH2:18][C:19]#[N:20])=[CH:21][N:3]2[N:4]=1. The yield is 0.620. (5) The reactants are [CH2:1]([N:8]1[C:12](/[CH:13]=[C:14](/[C:19]([O:21][CH2:22][CH3:23])=[O:20])\[CH2:15]C(O)=O)=[CH:11][N:10]=[C:9]1[CH2:24][CH3:25])[C:2]1[CH:7]=[CH:6][CH:5]=[CH:4][CH:3]=1.[C:26]([O:29][C:30](=O)C)(=[O:28])[CH3:27]. The catalyst is C(#N)C. The product is [C:26]([O:29][C:30]1[C:11]2[N:10]=[C:9]([CH2:24][CH3:25])[N:8]([CH2:1][C:2]3[CH:3]=[CH:4][CH:5]=[CH:6][CH:7]=3)[C:12]=2[CH:13]=[C:14]([C:19]([O:21][CH2:22][CH3:23])=[O:20])[CH:15]=1)(=[O:28])[CH3:27]. The yield is 0.800. (6) The yield is 0.760. The catalyst is C(Cl)Cl. The product is [Cl:1][C:19]1[N:14]2[CH:15]=[CH:16][CH:17]=[CH:18][C:13]2=[N:12][C:11]=1[CH2:10][Cl:9]. The reactants are [Cl:1]N1C(=O)CCC1=O.[Cl:9][CH2:10][C:11]1[N:12]=[C:13]2[CH:18]=[CH:17][CH:16]=[CH:15][N:14]2[CH:19]=1. (7) The reactants are Br[C:2]1[C:3]2[C:4]3[CH:17]=[CH:16][S:15][C:5]=3[C:6](=[O:14])[NH:7][C:8]=2[CH:9]=[CH:10][C:11]=1[O:12][CH3:13].CC1(C)C(C)(C)OB([C:26]2[CH:31]=[CH:30][C:29]([C@H:32]([NH:34][C:35](=[O:41])[O:36][C:37]([CH3:40])([CH3:39])[CH3:38])[CH3:33])=[CH:28][CH:27]=2)O1. No catalyst specified. The product is [CH3:13][O:12][C:11]1[CH:10]=[CH:9][C:8]2[NH:7][C:6](=[O:14])[C:5]3[S:15][CH:16]=[CH:17][C:4]=3[C:3]=2[C:2]=1[C:26]1[CH:27]=[CH:28][C:29]([C@H:32]([NH:34][C:35](=[O:41])[O:36][C:37]([CH3:40])([CH3:39])[CH3:38])[CH3:33])=[CH:30][CH:31]=1. The yield is 0.590. (8) The reactants are [C:1]1([S:7]([N:10]2[C:14]3[CH:15]=[N:16][C:17]([C:26]#[N:27])=[C:18]([O:19][CH:20]4[CH2:25][CH2:24][NH:23][CH2:22][CH2:21]4)[C:13]=3[C:12]3[CH:28]=[C:29]([Br:32])[CH:30]=[N:31][C:11]2=3)(=[O:9])=[O:8])[CH:6]=[CH:5][CH:4]=[CH:3][CH:2]=1.FC(F)(F)S(O[CH2:39][CH:40]([F:42])[F:41])(=O)=O.CCN(C(C)C)C(C)C. The catalyst is C1COCC1. The product is [C:1]1([S:7]([N:10]2[C:14]3[CH:15]=[N:16][C:17]([C:26]#[N:27])=[C:18]([O:19][CH:20]4[CH2:25][CH2:24][N:23]([CH2:39][CH:40]([F:42])[F:41])[CH2:22][CH2:21]4)[C:13]=3[C:12]3[CH:28]=[C:29]([Br:32])[CH:30]=[N:31][C:11]2=3)(=[O:8])=[O:9])[CH:2]=[CH:3][CH:4]=[CH:5][CH:6]=1. The yield is 0.960.